Task: Predict the product of the given reaction.. Dataset: Forward reaction prediction with 1.9M reactions from USPTO patents (1976-2016) (1) Given the reactants [N:1]1([C:7]2[CH:12]=[CH:11][C:10](/[C:13](/[CH3:18])=[CH:14]/[C:15]([OH:17])=O)=[CH:9][CH:8]=2)[CH2:6][CH2:5][CH2:4][CH2:3][CH2:2]1.[NH3:19].[CH3:20][N:21]([CH:23]=O)C, predict the reaction product. The product is: [CH:20]1[C:11]2[C:10](=[C:9]([NH:19][C:15](=[O:17])/[CH:14]=[C:13](/[C:10]3[CH:9]=[CH:8][C:7]([N:1]4[CH2:2][CH2:3][CH2:4][CH2:5][CH2:6]4)=[CH:12][CH:11]=3)\[CH3:18])[CH:8]=[CH:7][CH:12]=2)[CH:13]=[CH:23][N:21]=1. (2) Given the reactants [CH3:1][O:2][C:3](=[O:12])[C:4]1[CH:9]=[C:8]([Cl:10])[CH:7]=[C:6]([NH2:11])[CH:5]=1.[CH3:13][C:14]([CH3:16])=O.[BH3-]C#N.[Na+], predict the reaction product. The product is: [CH3:1][O:2][C:3](=[O:12])[C:4]1[CH:5]=[C:6]([NH:11][CH:14]([CH3:16])[CH3:13])[CH:7]=[C:8]([Cl:10])[CH:9]=1.